Dataset: TCR-epitope binding with 47,182 pairs between 192 epitopes and 23,139 TCRs. Task: Binary Classification. Given a T-cell receptor sequence (or CDR3 region) and an epitope sequence, predict whether binding occurs between them. (1) The epitope is QARQMVQAMRTIGTHP. The TCR CDR3 sequence is CASRGYNEQFF. Result: 1 (the TCR binds to the epitope). (2) The epitope is EILDITPCSF. The TCR CDR3 sequence is CASSLTTSYNEQFF. Result: 1 (the TCR binds to the epitope). (3) The epitope is TLVPQEHYV. The TCR CDR3 sequence is CASSHNPLDPDYGYTF. Result: 1 (the TCR binds to the epitope). (4) The epitope is FLNGSCGSV. The TCR CDR3 sequence is CASSQSDREGGSPLHF. Result: 1 (the TCR binds to the epitope). (5) The epitope is YLDAYNMMI. The TCR CDR3 sequence is CASSQGQIQATNEKLFF. Result: 1 (the TCR binds to the epitope). (6) The epitope is KMQRMLLEK. The TCR CDR3 sequence is CASSIWQNTEAFF. Result: 0 (the TCR does not bind to the epitope). (7) The epitope is MPASWVMRI. The TCR CDR3 sequence is CASSLVSSSYNEQFF. Result: 0 (the TCR does not bind to the epitope). (8) The epitope is TLIGDCATV. The TCR CDR3 sequence is CASSRTLGHNEQFF. Result: 1 (the TCR binds to the epitope). (9) The epitope is LLQTGIHVRVSQPSL. The TCR CDR3 sequence is CASSQEGHPGTGPQPQHF. Result: 0 (the TCR does not bind to the epitope). (10) The epitope is GPGHKARVL. The TCR CDR3 sequence is CASSFRGQQNNEQFF. Result: 1 (the TCR binds to the epitope).